This data is from Catalyst prediction with 721,799 reactions and 888 catalyst types from USPTO. The task is: Predict which catalyst facilitates the given reaction. Reactant: [C:1]([O:9][CH2:10][C:11]([OH:13])=O)(=[O:8])[C:2]1[CH:7]=[CH:6][CH:5]=[CH:4][CH:3]=1.C(N(CC)CC)C.C(Cl)(=O)C(C)(C)C.[C:28]1([CH2:34][C:35]([O:37][CH2:38][CH3:39])=[O:36])[CH:33]=[CH:32][CH:31]=[CH:30][CH:29]=1.C([N-]C(C)C)(C)C.[Li+].[Cl-].[NH4+]. Product: [C:1]([O:9][CH2:10][C:11](=[O:13])[CH:34]([C:28]1[CH:33]=[CH:32][CH:31]=[CH:30][CH:29]=1)[C:35]([O:37][CH2:38][CH3:39])=[O:36])(=[O:8])[C:2]1[CH:3]=[CH:4][CH:5]=[CH:6][CH:7]=1. The catalyst class is: 7.